This data is from Peptide-MHC class I binding affinity with 185,985 pairs from IEDB/IMGT. The task is: Regression. Given a peptide amino acid sequence and an MHC pseudo amino acid sequence, predict their binding affinity value. This is MHC class I binding data. (1) The peptide sequence is QVPLRPMTYK. The MHC is HLA-B15:01 with pseudo-sequence HLA-B15:01. The binding affinity (normalized) is 0.0901. (2) The MHC is HLA-A03:01 with pseudo-sequence HLA-A03:01. The peptide sequence is WTLETLPRV. The binding affinity (normalized) is 0.0847. (3) The peptide sequence is LAVSAYTPW. The MHC is HLA-B35:01 with pseudo-sequence HLA-B35:01. The binding affinity (normalized) is 0.834. (4) The peptide sequence is HDVYGVSNF. The MHC is HLA-A23:01 with pseudo-sequence HLA-A23:01. The binding affinity (normalized) is 0.108. (5) The peptide sequence is NETTQALQL. The MHC is HLA-A25:01 with pseudo-sequence HLA-A25:01. The binding affinity (normalized) is 0.0847. (6) The peptide sequence is KSLKLLNT. The MHC is H-2-Kb with pseudo-sequence H-2-Kb. The binding affinity (normalized) is 0. (7) The MHC is HLA-B46:01 with pseudo-sequence HLA-B46:01. The peptide sequence is MTVDEVEDY. The binding affinity (normalized) is 0.0847.